From a dataset of Full USPTO retrosynthesis dataset with 1.9M reactions from patents (1976-2016). Predict the reactants needed to synthesize the given product. (1) Given the product [BrH:29].[NH2:1][C:2]1[C:7]([CH3:8])=[N:6][C:5]([O:9][CH2:10][C:11]([N:13]([CH:15]2[CH2:20][CH2:19][N:18]([CH2:21][C:22]3[CH:23]=[CH:24][CH:25]=[CH:26][CH:27]=3)[CH2:17][CH2:16]2)[CH3:14])=[O:12])=[N:4][C:3]=1[CH3:28], predict the reactants needed to synthesize it. The reactants are: [NH2:1][C:2]1[C:3]([CH3:28])=[N:4][C:5]([O:9][CH2:10][C:11]([N:13]([CH:15]2[CH2:20][CH2:19][N:18]([CH2:21][C:22]3[CH:27]=[CH:26][CH:25]=[CH:24][CH:23]=3)[CH2:17][CH2:16]2)[CH3:14])=[O:12])=[N:6][C:7]=1[CH3:8].[BrH:29]. (2) Given the product [CH3:16][O:15][C:13]1[CH:12]=[C:11]([CH:10]=[C:9]([O:8][CH3:7])[CH:14]=1)[CH2:17][CH2:18][OH:19], predict the reactants needed to synthesize it. The reactants are: [H-].[H-].[H-].[H-].[Li+].[Al+3].[CH3:7][O:8][C:9]1[CH:10]=[C:11]([CH2:17][C:18](O)=[O:19])[CH:12]=[C:13]([O:15][CH3:16])[CH:14]=1. (3) Given the product [CH3:1][O:2][C:3]1[N:8]=[C:7]([O:9][CH3:10])[C:6]([C:15]2[CH:16]=[C:17]([NH2:18])[CH:19]=[CH:20][CH:21]=2)=[CH:5][N:4]=1, predict the reactants needed to synthesize it. The reactants are: [CH3:1][O:2][C:3]1[N:8]=[C:7]([O:9][CH3:10])[C:6](B(O)O)=[CH:5][N:4]=1.Br[C:15]1[CH:16]=[C:17]([CH:19]=[CH:20][CH:21]=1)[NH2:18].C([O-])([O-])=O.[Na+].[Na+]. (4) Given the product [C:1]([O:4][CH2:5][CH2:6][CH2:7][NH:8][C:9](=[O:27])[C@H:10]([NH:18][CH3:19])[CH2:11][C:12]1[CH:13]=[CH:14][CH:15]=[CH:16][CH:17]=1)(=[O:3])[CH3:2], predict the reactants needed to synthesize it. The reactants are: [C:1]([O:4][CH2:5][CH2:6][CH2:7][NH:8][C:9](=[O:27])[C@H:10]([N:18](C(OC(C)(C)C)=O)[CH3:19])[CH2:11][C:12]1[CH:17]=[CH:16][CH:15]=[CH:14][CH:13]=1)(=[O:3])[CH3:2].FC(F)(F)C(O)=O.